Task: Predict which catalyst facilitates the given reaction.. Dataset: Catalyst prediction with 721,799 reactions and 888 catalyst types from USPTO (1) Reactant: [F:1][C:2]1[CH:7]=[CH:6][C:5]([C:8]2[CH:13]=[CH:12][N:11]=[CH:10][C:9]=2[NH2:14])=[C:4]([CH3:15])[CH:3]=1.[C:16](O[C:16]([O:18][C:19]([CH3:22])([CH3:21])[CH3:20])=[O:17])([O:18][C:19]([CH3:22])([CH3:21])[CH3:20])=[O:17]. Product: [F:1][C:2]1[CH:7]=[CH:6][C:5]([C:8]2[CH:13]=[CH:12][N:11]=[CH:10][C:9]=2[NH:14][C:16](=[O:17])[O:18][C:19]([CH3:22])([CH3:21])[CH3:20])=[C:4]([CH3:15])[CH:3]=1. The catalyst class is: 79. (2) Reactant: [Br:1][C:2]1[C:3]2[N:4]([C:9]([NH:12]C(=O)OCC)=[N:10][N:11]=2)[C:5]([Cl:8])=[CH:6][CH:7]=1.O.CN(C=O)C.[OH-].[K+]. Product: [Br:1][C:2]1[C:3]2[N:4]([C:9]([NH2:12])=[N:10][N:11]=2)[C:5]([Cl:8])=[CH:6][CH:7]=1. The catalyst class is: 12. (3) Reactant: [CH2:1]([C:4]1([NH2:15])[CH:11]2[CH2:12][C:7]3([OH:14])[CH2:8][CH:9]([CH2:13][CH:5]1[CH2:6]3)[CH2:10]2)[CH:2]=[CH2:3]. Product: [CH2:1]([C:4]1([NH2:15])[CH:5]2[CH2:6][C:7]3([OH:14])[CH2:8][CH:9]([CH2:10][CH:11]1[CH2:12]3)[CH2:13]2)[CH2:2][CH3:3]. The catalyst class is: 19.